From a dataset of Full USPTO retrosynthesis dataset with 1.9M reactions from patents (1976-2016). Predict the reactants needed to synthesize the given product. (1) Given the product [Br:1][C:2]1[C:3]([O:23][CH3:24])=[C:4]([C:9]([CH2:12][S:13]([C:16]2[CH:21]=[CH:20][CH:19]=[C:18]([OH:30])[CH:17]=2)(=[O:15])=[O:14])=[CH:10][CH:11]=1)[C:5]([O:7][CH3:8])=[O:6], predict the reactants needed to synthesize it. The reactants are: [Br:1][C:2]1[C:3]([O:23][CH3:24])=[C:4]([C:9]([CH2:12][S:13]([C:16]2[CH:21]=[CH:20][CH:19]=[CH:18][C:17]=2O)(=[O:15])=[O:14])=[CH:10][CH:11]=1)[C:5]([O:7][CH3:8])=[O:6].BrC1C(OC)=C(C(CSC2C=CC=C(O)C=2)=CC=1)C(OC)=[O:30]. (2) Given the product [Br:13][C:14]1[CH:22]=[CH:21][C:20]([C:23]([O:25][CH3:26])=[O:24])=[C:19]2[C:15]=1[CH:16]=[C:17]([I:37])[N:18]2[S:27]([C:30]1[CH:31]=[CH:32][C:33]([CH3:34])=[CH:35][CH:36]=1)(=[O:29])=[O:28], predict the reactants needed to synthesize it. The reactants are: C(NC(C)C)(C)C.[Li]C(C)(C)C.[Br:13][C:14]1[CH:22]=[CH:21][C:20]([C:23]([O:25][CH3:26])=[O:24])=[C:19]2[C:15]=1[CH:16]=[CH:17][N:18]2[S:27]([C:30]1[CH:36]=[CH:35][C:33]([CH3:34])=[CH:32][CH:31]=1)(=[O:29])=[O:28].[I:37]I. (3) Given the product [S:38]([O:1][CH2:2][CH2:3][CH2:4][CH2:5][C:6]1[CH:11]=[CH:10][C:9]([CH2:12][S:13][C:14]2[O:15][C:16]3[C:21]([C:22](=[O:25])[C:23]=2[CH3:24])=[CH:20][CH:19]=[CH:18][CH:17]=3)=[CH:8][CH:7]=1)([C:33]1[CH:32]=[CH:37][C:36]([CH3:27])=[CH:35][CH:34]=1)(=[O:39])=[O:40], predict the reactants needed to synthesize it. The reactants are: [OH:1][CH2:2][CH2:3][CH2:4][CH2:5][C:6]1[CH:11]=[CH:10][C:9]([CH2:12][S:13][C:14]2[O:15][C:16]3[C:21]([C:22](=[O:25])[C:23]=2[CH3:24])=[CH:20][CH:19]=[CH:18][CH:17]=3)=[CH:8][CH:7]=1.N1C=CC=C[CH:27]=1.[C:32]1(C)[C:33]([S:38](Cl)(=[O:40])=[O:39])=[CH:34][CH:35]=[CH:36][CH:37]=1.O.